Dataset: Reaction yield outcomes from USPTO patents with 853,638 reactions. Task: Predict the reaction yield, written as a fraction of the theoretical maximum amount of product (1.0 means a 100% yield; for example, 0.34 means a 34% yield). (1) The reactants are [C:1]1([N:7]2[C:15]3[CH:14]=[CH:13][NH:12][CH2:11][C:10]=3[N:9]=[CH:8]2)[CH:6]=[CH:5][CH:4]=[CH:3][CH:2]=1.[Cl:16][C:17]1[C:25]([C:26]([F:29])([F:28])[F:27])=[CH:24][CH:23]=[CH:22][C:18]=1[C:19](O)=[O:20].CN(C(ON1N=NC2C=CC=NC1=2)=[N+](C)C)C.F[P-](F)(F)(F)(F)F. The catalyst is C(Cl)Cl. The product is [Cl:16][C:17]1[C:25]([C:26]([F:28])([F:29])[F:27])=[CH:24][CH:23]=[CH:22][C:18]=1[C:19]([N:12]1[CH:13]=[CH:14][C:15]2[N:7]([C:1]3[CH:2]=[CH:3][CH:4]=[CH:5][CH:6]=3)[CH:8]=[N:9][C:10]=2[CH2:11]1)=[O:20]. The yield is 0.870. (2) The reactants are [CH3:1][C:2]1[N:3]=[CH:4][O:5][C:6]=1[C:7]([OH:9])=O.O1CCCC1.C(Cl)(=O)C(Cl)=O.[NH2:21][C:22]1[CH:23]=[C:24]([CH:41]=[CH:42][C:43]=1[CH3:44])[O:25][C:26]1[CH:27]=[CH:28][C:29]2[N:30]([CH:32]=[C:33]([NH:35][C:36]([CH:38]3[CH2:40][CH2:39]3)=[O:37])[N:34]=2)[N:31]=1. The catalyst is CN(C)C=O.CN(C)C(=O)C. The product is [CH:38]1([C:36]([NH:35][C:33]2[N:34]=[C:29]3[CH:28]=[CH:27][C:26]([O:25][C:24]4[CH:41]=[CH:42][C:43]([CH3:44])=[C:22]([NH:21][C:7]([C:6]5[O:5][CH:4]=[N:3][C:2]=5[CH3:1])=[O:9])[CH:23]=4)=[N:31][N:30]3[CH:32]=2)=[O:37])[CH2:39][CH2:40]1. The yield is 0.830. (3) The reactants are [C:1]1([C:7]2[NH:8][C:9]3[C:14]([CH:15]=2)=[CH:13][CH:12]=[C:11]([C:16]([O:18][CH3:19])=[O:17])[CH:10]=3)[CH:6]=[CH:5][CH:4]=[CH:3][CH:2]=1.[H-].[Na+].Br[CH:23]1[CH2:28][CH2:27][CH2:26][CH:25]=[CH:24]1. The catalyst is CN(C=O)C. The product is [CH:28]1([C:15]2[C:14]3[C:9](=[CH:10][C:11]([C:16]([O:18][CH3:19])=[O:17])=[CH:12][CH:13]=3)[NH:8][C:7]=2[C:1]2[CH:2]=[CH:3][CH:4]=[CH:5][CH:6]=2)[CH2:27][CH2:26][CH2:25][CH:24]=[CH:23]1. The yield is 0.790. (4) The catalyst is ClCCl. The yield is 0.500. The product is [ClH:11].[CH3:2][N:3]1[CH2:8][CH2:7][N:6]([C:9]([N:14]2[CH2:19][CH2:18][C:17](=[O:13])[CH2:16][CH2:15]2)=[O:10])[CH2:5][CH2:4]1. The reactants are Cl.[CH3:2][N:3]1[CH2:8][CH2:7][N:6]([C:9]([Cl:11])=[O:10])[CH2:5][CH2:4]1.Cl.[OH2:13].[NH:14]1[CH2:19][CH2:18][CH2:17][CH2:16][C:15]1=O.C(N(CC)CC)C.